Dataset: Catalyst prediction with 721,799 reactions and 888 catalyst types from USPTO. Task: Predict which catalyst facilitates the given reaction. (1) Reactant: [F:1][C:2]1[CH:7]=[CH:6][C:5](B(O)O)=[CH:4][CH:3]=1.Br[C:12]1[S:13][CH:14]=[CH:15][N:16]=1. Product: [F:1][C:2]1[CH:7]=[CH:6][C:5]([C:12]2[S:13][CH:14]=[CH:15][N:16]=2)=[CH:4][CH:3]=1. The catalyst class is: 335. (2) Reactant: S(=O)(=O)(O)O.[NH2:6][CH2:7][C:8]#[N:9].[C:10]([O-])(=O)C=C.C([N:17]([CH2:20][CH3:21])CC)C.[C:22]([O:25][CH2:26][CH3:27])(=[O:24])C. Product: [C:20](/[C:21](=[CH:10]\[NH:9][CH2:8][C:7]#[N:6])/[C:22]([O:25][CH2:26][CH3:27])=[O:24])#[N:17]. The catalyst class is: 5. (3) Reactant: [NH2:1][CH2:2][C@@H:3]1[C@H:6]([NH:7][C:8](=[O:35])/[C:9](=[N:23]\[O:24][C:25]([CH3:34])([CH3:33])[C:26]([O:28][C:29]([CH3:32])([CH3:31])[CH3:30])=[O:27])/[C:10]2[N:11]=[C:12]([NH:15][C:16]([O:18][C:19]([CH3:22])([CH3:21])[CH3:20])=[O:17])[S:13][CH:14]=2)[C:5](=[O:36])[NH:4]1.[CH2:37]([O:44][CH2:45][C@H:46]1[CH2:48][O:47]1)[C:38]1[CH:43]=[CH:42][CH:41]=[CH:40][CH:39]=1. Product: [CH2:37]([O:44][CH2:45][C@H:46]([OH:47])[CH2:48][NH:1][CH2:2][C@@H:3]1[C@H:6]([NH:7][C:8](=[O:35])/[C:9](=[N:23]\[O:24][C:25]([CH3:34])([CH3:33])[C:26]([O:28][C:29]([CH3:32])([CH3:31])[CH3:30])=[O:27])/[C:10]2[N:11]=[C:12]([NH:15][C:16]([O:18][C:19]([CH3:22])([CH3:21])[CH3:20])=[O:17])[S:13][CH:14]=2)[C:5](=[O:36])[NH:4]1)[C:38]1[CH:43]=[CH:42][CH:41]=[CH:40][CH:39]=1. The catalyst class is: 2. (4) Product: [CH2:1]([O:3][C:4]([C:6]1[CH:10]=[C:9]([C:11]2[N:15]=[CH:14][N:13]([CH3:23])[N:12]=2)[N:8]([C:24]2[CH:25]=[N:26][C:27]([O:30][CH3:31])=[CH:28][CH:29]=2)[N:7]=1)=[O:5])[CH3:2]. Reactant: [CH2:1]([O:3][C:4]([C:6]1[CH:10]=[C:9]([C:11]2[N:15]=[C:14](SC3C=CC=CC=3)[N:13]([CH3:23])[N:12]=2)[N:8]([C:24]2[CH:25]=[N:26][C:27]([O:30][CH3:31])=[CH:28][CH:29]=2)[N:7]=1)=[O:5])[CH3:2]. The catalyst class is: 470. (5) Reactant: [C:1]1([N:7]2[CH:12]=[CH:11][C:10]([CH2:13][CH2:14][CH2:15][CH2:16][C:17]3[N:18]=[N:19][NH:20][CH:21]=3)=[C:9]([O:22]CC3C=CC=CC=3)[C:8]2=[O:30])[CH:6]=[CH:5][CH:4]=[CH:3][CH:2]=1.C1(N2C=CC(CCCC3N=NNC=3)=C(O)C2=O)C=CC=CC=1. Product: [C:1]1([N:7]2[CH:12]=[CH:11][C:10]([CH2:13][CH2:14][CH2:15][CH2:16][C:17]3[N:18]=[N:19][NH:20][CH:21]=3)=[C:9]([OH:22])[C:8]2=[O:30])[CH:2]=[CH:3][CH:4]=[CH:5][CH:6]=1. The catalyst class is: 1. (6) Reactant: [CH3:1][O:2][C:3]1[CH:8]=[CH:7][C:6]([C:9]2[CH:14]=[CH:13][CH:12]=[CH:11][C:10]=2[N:15]([C:20]2[CH:25]=[CH:24][CH:23]=[CH:22][CH:21]=2)[CH2:16][CH2:17][CH2:18][OH:19])=[CH:5][CH:4]=1.C(N(CC)CC)C.[C:33]([O:37][C:38](=O)[CH2:39][OH:40])(=O)[CH2:34][OH:35].C[OH:43]. Product: [CH2:10]([NH+:15]([CH2:20][CH3:21])[CH2:16][CH3:17])[CH3:9].[CH3:1][O:2][C:3]1[CH:4]=[CH:5][C:6]([C:9]2[CH:14]=[CH:13][CH:12]=[CH:11][C:10]=2[N:15]([C:20]2[CH:25]=[CH:24][CH:23]=[CH:22][CH:21]=2)[CH2:16][CH2:17][CH2:18][O:19][C:34]([CH2:33][O:37][CH2:38][C:39]([O-:40])=[O:43])=[O:35])=[CH:7][CH:8]=1. The catalyst class is: 2. (7) Reactant: C([O:5][C:6]([C:8]1[CH:29]=[CH:28][C:11]([O:12][C:13]2[CH:22]=[C:21]3[C:16]([CH:17]([C:23]([O-:25])=[O:24])[CH2:18][CH2:19][O:20]3)=[CH:15][C:14]=2[C:26]#[N:27])=[CH:10][CH:9]=1)=[O:7])(C)(C)C.F[C:31](F)(F)C(O)=O. Product: [C:26]([C:14]1[CH:15]=[C:16]2[C:21](=[CH:22][C:13]=1[O:12][C:11]1[CH:10]=[CH:9][C:8]([C:6]([OH:5])=[O:7])=[CH:29][CH:28]=1)[O:20][CH2:19][CH2:18][CH:17]2[C:23]([O:25][CH3:31])=[O:24])#[N:27]. The catalyst class is: 317. (8) Reactant: [Si]([O:8][CH:9]1[CH2:14][N:13]([C:15]([O:17][CH2:18][CH3:19])=[O:16])[CH2:12][CH:11]=[CH:10]1)(C(C)(C)C)(C)C.C1C=C(Cl)C=C(C(OO)=[O:28])C=1. Product: [OH:28][CH:11]1[CH:10]2[CH:9]([O:8]2)[CH2:14][N:13]([C:15]([O:17][CH2:18][CH3:19])=[O:16])[CH2:12]1. The catalyst class is: 2. (9) Product: [CH3:18][NH:17][CH2:16][CH2:15][CH2:14][CH:11]1[CH2:12][CH2:13][N:8]([CH3:6])[CH2:9][CH2:10]1. The catalyst class is: 1. Reactant: C(O[C:6]([N:8]1[CH2:13][CH2:12][CH:11]([CH2:14][CH2:15][C:16](=O)[NH:17][CH3:18])[CH2:10][CH2:9]1)=O)(C)(C)C.[H-].[H-].[H-].[H-].[Li+].[Al+3]. (10) Reactant: [Cl:1][C:2]1[CH:7]=[C:6]([F:8])[CH:5]=[CH:4][C:3]=1[C:9]1[N:18]=[C:17]([C:19]2[CH2:25][CH:24]3[N:26](C(OC(C)(C)C)=O)[CH:21]([CH2:22][CH2:23]3)[CH:20]=2)[CH:16]=[C:15]2[C:10]=1[CH:11]=[CH:12][C:13](=[O:42])[N:14]2[C:34]1[C:39]([Cl:40])=[CH:38][CH:37]=[CH:36][C:35]=1[Cl:41]. Product: [CH:21]12[NH:26][CH:24]([CH2:23][CH2:22]1)[CH2:25][C:19]([C:17]1[CH:16]=[C:15]3[C:10]([CH:11]=[CH:12][C:13](=[O:42])[N:14]3[C:34]3[C:35]([Cl:41])=[CH:36][CH:37]=[CH:38][C:39]=3[Cl:40])=[C:9]([C:3]3[CH:4]=[CH:5][C:6]([F:8])=[CH:7][C:2]=3[Cl:1])[N:18]=1)=[CH:20]2. The catalyst class is: 55.